Task: Regression/Classification. Given a drug SMILES string, predict its absorption, distribution, metabolism, or excretion properties. Task type varies by dataset: regression for continuous measurements (e.g., permeability, clearance, half-life) or binary classification for categorical outcomes (e.g., BBB penetration, CYP inhibition). Dataset: bbb_martins.. Dataset: Blood-brain barrier penetration binary classification data from Martins et al. The result is 0 (does not penetrate BBB). The compound is CC(=O)OCC1=C(C(=O)O)N2C(=O)[C@@H](NC(=O)[C@H](N)c3ccccc3)[C@H]2SC1.O.O.